From a dataset of Forward reaction prediction with 1.9M reactions from USPTO patents (1976-2016). Predict the product of the given reaction. (1) Given the reactants [F:1][CH2:2][C:3]1[CH:12]=[CH:11][C:10]2[C:5](=[CH:6][CH:7]=[CH:8][C:9]=2[N:13]2[CH2:18][CH2:17][N:16](C(OC(C)(C)C)=O)[CH2:15][CH2:14]2)[N:4]=1, predict the reaction product. The product is: [F:1][CH2:2][C:3]1[CH:12]=[CH:11][C:10]2[C:5](=[CH:6][CH:7]=[CH:8][C:9]=2[N:13]2[CH2:18][CH2:17][NH:16][CH2:15][CH2:14]2)[N:4]=1. (2) Given the reactants [OH-].[K+].[CH2:3]([C:5]1[CH:6]=[CH:7][CH:8]=[C:9]2[C:13]=1[NH:12][CH:11]=[CH:10]2)[CH3:4].Br[CH2:15][CH2:16][CH2:17][Cl:18], predict the reaction product. The product is: [Cl:18][CH2:17][CH2:16][CH2:15][N:12]1[C:13]2[C:9](=[CH:8][CH:7]=[CH:6][C:5]=2[CH2:3][CH3:4])[CH:10]=[CH:11]1.